Dataset: Catalyst prediction with 721,799 reactions and 888 catalyst types from USPTO. Task: Predict which catalyst facilitates the given reaction. (1) Reactant: [N+:1]([C:4]1[CH:5]=[C:6]2[C:11](=[CH:12][CH:13]=1)[NH:10][C:9](=O)[NH:8][C:7]2=O)([O-:3])=[O:2].CN1CCN(C)C1=O.P(Cl)(Cl)([Cl:26])=O.[CH2:29]([NH2:33])[CH2:30][CH2:31][CH3:32]. Product: [CH2:29]([NH:33][C:7]1[C:6]2[C:11](=[CH:12][CH:13]=[C:4]([N+:1]([O-:3])=[O:2])[CH:5]=2)[N:10]=[C:9]([Cl:26])[N:8]=1)[CH2:30][CH2:31][CH3:32]. The catalyst class is: 6. (2) Reactant: [CH2:1]([C:4]1[CH:5]=[C:6]([C:11](=[O:13])[CH3:12])[CH:7]=[CH:8][C:9]=1O)[CH:2]=[CH2:3].C(=O)([O-])[O-].[K+].[K+].[F:20][C:21]1[CH:22]=[CH:23][C:24]([O:30][CH3:31])=[C:25](B(O)O)[CH:26]=1.CN(C)C=O. Product: [CH2:1]([C:4]1[CH:5]=[C:6]([C:11](=[O:13])[CH3:12])[CH:7]=[CH:8][C:9]=1[C:23]1[CH:22]=[C:21]([F:20])[CH:26]=[CH:25][C:24]=1[O:30][CH3:31])[CH:2]=[CH2:3]. The catalyst class is: 602. (3) Reactant: [F:1][C:2]1[CH:3]=[C:4]([C@@H:9]2[CH2:13][N:12]([CH2:14][CH2:15][O:16][CH3:17])[CH2:11][C@H:10]2[NH:18][C:19]([NH:21][C:22]2[N:26]([C:27]3[CH:32]=[CH:31][CH:30]=[CH:29][CH:28]=3)[N:25]=[C:24]([O:33][CH2:34][CH3:35])[C:23]=2[CH2:36][CH:37]=[O:38])=[O:20])[CH:5]=[CH:6][C:7]=1[F:8].[Li+].[BH4-]. Product: [F:1][C:2]1[CH:3]=[C:4]([C@@H:9]2[CH2:13][N:12]([CH2:14][CH2:15][O:16][CH3:17])[CH2:11][C@H:10]2[NH:18][C:19]([NH:21][C:22]2[N:26]([C:27]3[CH:28]=[CH:29][CH:30]=[CH:31][CH:32]=3)[N:25]=[C:24]([O:33][CH2:34][CH3:35])[C:23]=2[CH2:36][CH2:37][OH:38])=[O:20])[CH:5]=[CH:6][C:7]=1[F:8]. The catalyst class is: 49. (4) Reactant: [C:1]1([C:7]2[O:11][CH:10]=[N:9][CH:8]=2)[CH:6]=[CH:5][CH:4]=[CH:3][CH:2]=1.[O:12]1CCC[CH2:13]1.C(OCC)C.C([Li])CCC.CN(C1C=CC=CN=1)C=O. Product: [C:1]1([C:7]2[O:11][C:10]([CH:13]=[O:12])=[N:9][CH:8]=2)[CH:2]=[CH:3][CH:4]=[CH:5][CH:6]=1. The catalyst class is: 7. (5) Reactant: [NH2:1][C:2]1[CH:7]=[C:6]([NH:8][C:9](=[O:18])[C:10]2[C:15]([Cl:16])=[CH:14][CH:13]=[CH:12][C:11]=2[Cl:17])[CH:5]=[CH:4][N:3]=1.[S:19]1[CH:23]=[CH:22][CH:21]=[C:20]1[C:24](Cl)=[O:25].O. Product: [Cl:16][C:15]1[CH:14]=[CH:13][CH:12]=[C:11]([Cl:17])[C:10]=1[C:9]([NH:8][C:6]1[CH:5]=[CH:4][N:3]=[C:2]([NH:1][C:24]([C:20]2[S:19][CH:23]=[CH:22][CH:21]=2)=[O:25])[CH:7]=1)=[O:18]. The catalyst class is: 17. (6) Reactant: [ClH:1].C(OC([NH:9][C@@H:10]([CH3:45])[C:11]([O:13][CH2:14][C:15]1[CH:20]=[C:19]([F:21])[C:18]([F:22])=[CH:17][C:16]=1[C:23]1[CH:24]=[C:25]2[C:30](=[CH:31][CH:32]=1)[N:29]=[C:28]([NH2:33])[N:27]=[C:26]2[C:34]([N:36]1[CH2:44][C:43]2[C:38](=[CH:39][CH:40]=[CH:41][CH:42]=2)[CH2:37]1)=[O:35])=[O:12])=O)(C)(C)C. Product: [ClH:1].[ClH:1].[NH2:9][C@@H:10]([CH3:45])[C:11]([O:13][CH2:14][C:15]1[CH:20]=[C:19]([F:21])[C:18]([F:22])=[CH:17][C:16]=1[C:23]1[CH:24]=[C:25]2[C:30](=[CH:31][CH:32]=1)[N:29]=[C:28]([NH2:33])[N:27]=[C:26]2[C:34]([N:36]1[CH2:44][C:43]2[C:38](=[CH:39][CH:40]=[CH:41][CH:42]=2)[CH2:37]1)=[O:35])=[O:12]. The catalyst class is: 346. (7) Product: [Br:1][C:2]1[CH:10]=[C:9]([O:11][CH3:12])[CH:8]=[C:7]2[C:3]=1[CH:4]=[N:5][N:6]2[C:24]1[CH:25]=[CH:26][C:21]([O:20][CH2:13][C:14]2[CH:15]=[CH:16][CH:17]=[CH:18][CH:19]=2)=[C:22]([F:30])[CH:23]=1. Reactant: [Br:1][C:2]1[CH:10]=[C:9]([O:11][CH3:12])[CH:8]=[C:7]2[C:3]=1[CH:4]=[N:5][NH:6]2.[CH2:13]([O:20][C:21]1[CH:26]=[CH:25][C:24](B(O)O)=[CH:23][C:22]=1[F:30])[C:14]1[CH:19]=[CH:18][CH:17]=[CH:16][CH:15]=1.N1C=CC=CC=1. The catalyst class is: 221. (8) Reactant: F.[CH3:2][N:3]([CH3:38])[C:4]([C:6]1[N:7]=[CH:8][C:9]([O:12][C:13]2[CH:14]=[C:15]([CH:20]=[C:21]([O:23][C@@H:24]([CH3:37])[CH2:25][O:26][Si](C(C)C)(C(C)C)C(C)C)[CH:22]=2)[C:16]([O:18][CH3:19])=[O:17])=[N:10][CH:11]=1)=[O:5]. Product: [CH3:38][N:3]([CH3:2])[C:4]([C:6]1[N:7]=[CH:8][C:9]([O:12][C:13]2[CH:14]=[C:15]([CH:20]=[C:21]([O:23][C@@H:24]([CH3:37])[CH2:25][OH:26])[CH:22]=2)[C:16]([O:18][CH3:19])=[O:17])=[N:10][CH:11]=1)=[O:5]. The catalyst class is: 1. (9) Reactant: [OH:1][C:2]1[CH:9]=[C:8]([O:10][CH3:11])[CH:7]=[CH:6][C:3]=1[CH:4]=O.C(O)(=O)C.[H][H]. Product: [CH3:11][O:10][C:8]1[CH:7]=[CH:6][C:3]([CH3:4])=[C:2]([OH:1])[CH:9]=1. The catalyst class is: 29.